From a dataset of Forward reaction prediction with 1.9M reactions from USPTO patents (1976-2016). Predict the product of the given reaction. (1) Given the reactants C([O:8][C:9]1[CH:18]=[C:17]2[C:12]([CH:13]=[CH:14][C:15]([OH:20])=[C:16]2[Cl:19])=[CH:11][C:10]=1[C:21]1[N:22]=[N:23][C:24]([N:27]([CH3:38])[CH:28]2[CH2:33][C:32]([CH3:35])([CH3:34])[NH:31][C:30]([CH3:37])([CH3:36])[CH2:29]2)=[CH:25][CH:26]=1)C1C=CC=CC=1.B(Br)(Br)Br, predict the reaction product. The product is: [Cl:19][C:16]1[C:17]2[C:12](=[CH:11][C:10]([C:21]3[N:22]=[N:23][C:24]([N:27]([CH3:38])[CH:28]4[CH2:29][C:30]([CH3:36])([CH3:37])[NH:31][C:32]([CH3:35])([CH3:34])[CH2:33]4)=[CH:25][CH:26]=3)=[C:9]([OH:8])[CH:18]=2)[CH:13]=[CH:14][C:15]=1[OH:20]. (2) Given the reactants C([N:8](CC1C=CC=CC=1)[C@@H:9]1[CH2:14][N:13]([CH2:15][CH2:16][CH3:17])[C:12](=[O:18])[CH2:11][CH2:10]1)C1C=CC=CC=1, predict the reaction product. The product is: [NH2:8][C@@H:9]1[CH2:14][N:13]([CH2:15][CH2:16][CH3:17])[C:12](=[O:18])[CH2:11][CH2:10]1.